This data is from Catalyst prediction with 721,799 reactions and 888 catalyst types from USPTO. The task is: Predict which catalyst facilitates the given reaction. (1) Product: [C:10]1(/[CH:11]=[CH:6]\[C:5]2[CH:23]=[CH:22][CH:21]=[CH:3][CH:4]=2)[CH:13]=[CH:14][CH:15]=[CH:8][CH:9]=1. The catalyst class is: 195. Reactant: [PH4+].[Li][CH2:3][CH2:4][CH2:5][CH3:6].F[C:8]1[CH:9]=[C:10]([CH:13]=[C:14](OC)[C:15]=1OC)[CH:11]=O.O1C[CH2:23][CH2:22][CH2:21]1. (2) Reactant: [S:1]1[CH:5]=[CH:4][CH:3]=[C:2]1[CH:6]1[C:15]2[C:10](=[CH:11][CH:12]=[CH:13][CH:14]=2)[CH2:9][CH2:8][NH:7]1.CN(C(ON1N=NC2C=CC=NC1=2)=[N+](C)C)C.F[P-](F)(F)(F)(F)F.CCN(CC)CC.[O:47]=[C:48]([NH:54][CH2:55][C:56]1[CH:61]=[CH:60][CH:59]=[C:58]([C:62]([F:65])([F:64])[F:63])[CH:57]=1)[CH2:49][CH2:50][C:51](O)=[O:52]. Product: [O:52]=[C:51]([N:7]1[CH2:8][CH2:9][C:10]2[C:15](=[CH:14][CH:13]=[CH:12][CH:11]=2)[CH:6]1[C:2]1[S:1][CH:5]=[CH:4][CH:3]=1)[CH2:50][CH2:49][C:48]([NH:54][CH2:55][C:56]1[CH:61]=[CH:60][CH:59]=[C:58]([C:62]([F:63])([F:64])[F:65])[CH:57]=1)=[O:47]. The catalyst class is: 1. (3) Reactant: [F:1][C:2]1[CH:3]=[CH:4][C:5]([OH:12])=[C:6]([CH:11]=1)[C:7]([O:9][CH3:10])=[O:8].[Br:13]Br. Product: [Br:13][C:4]1[C:5]([OH:12])=[C:6]([CH:11]=[C:2]([F:1])[CH:3]=1)[C:7]([O:9][CH3:10])=[O:8]. The catalyst class is: 5.